Dataset: Full USPTO retrosynthesis dataset with 1.9M reactions from patents (1976-2016). Task: Predict the reactants needed to synthesize the given product. (1) Given the product [F:24][C:25]1[CH:30]=[CH:29][CH:28]=[CH:27][C:26]=1[C:2]1[N:7]=[C:6]([CH3:8])[C:5]([CH:9]([CH2:14][CH2:15][CH3:16])[C:10]([O:12][CH3:13])=[O:11])=[C:4]([C:17]2[CH:22]=[CH:21][C:20]([CH3:23])=[CH:19][CH:18]=2)[N:3]=1, predict the reactants needed to synthesize it. The reactants are: Cl[C:2]1[N:7]=[C:6]([CH3:8])[C:5]([CH:9]([CH2:14][CH2:15][CH3:16])[C:10]([O:12][CH3:13])=[O:11])=[C:4]([C:17]2[CH:22]=[CH:21][C:20]([CH3:23])=[CH:19][CH:18]=2)[N:3]=1.[F:24][C:25]1[CH:30]=[CH:29][CH:28]=[CH:27][C:26]=1B(O)O.C(N(CC)C(C)C)(C)C. (2) Given the product [NH2:23][C:15]1[C:14]2[N:24]=[C:11]([CH2:10][CH2:9][OH:8])[N:12]([CH2:25][C:26]([F:29])([CH3:28])[CH3:27])[C:13]=2[C:22]2[N:21]=[CH:20][CH:19]=[CH:18][C:17]=2[N:16]=1, predict the reactants needed to synthesize it. The reactants are: C([O:8][CH2:9][CH2:10][C:11]1[N:12]([CH2:25][C:26]([F:29])([CH3:28])[CH3:27])[C:13]2[C:22]3[N:21]=[CH:20][CH:19]=[CH:18][C:17]=3[N:16]=[C:15]([NH2:23])[C:14]=2[N:24]=1)C1C=CC=CC=1.Cl.